This data is from Catalyst prediction with 721,799 reactions and 888 catalyst types from USPTO. The task is: Predict which catalyst facilitates the given reaction. (1) Reactant: C([O:3][C:4](=O)[CH:5]=[C:6]([O:18][C:19]1[CH:24]=[CH:23][CH:22]=[CH:21][C:20]=1[Cl:25])[CH2:7][NH:8][CH:9]([C:14]([O:16][CH3:17])=[O:15])[CH2:10][CH:11]([F:13])[F:12])C. Product: [CH3:17][O:16][C:14](=[O:15])[CH:9]([N:8]1[CH2:7][C:6]([O:18][C:19]2[CH:24]=[CH:23][CH:22]=[CH:21][C:20]=2[Cl:25])=[CH:5][C:4]1=[O:3])[CH2:10][CH:11]([F:13])[F:12]. The catalyst class is: 10. (2) The catalyst class is: 7. Product: [Br:9][CH2:10][CH2:11][C:12]([N:6]1[CH:7]=[CH:8][C:3](=[O:2])[CH2:4][CH:5]1[C:20]1[CH:21]=[CH:22][C:17]([F:16])=[CH:18][CH:19]=1)=[O:13]. Reactant: C[O:2][C:3]1[CH:8]=[CH:7][N:6]=[CH:5][CH:4]=1.[Br:9][CH2:10][CH2:11][C:12](Cl)=[O:13].Cl.[F:16][C:17]1[CH:22]=[CH:21][C:20]([Mg]Br)=[CH:19][CH:18]=1. (3) Reactant: [Br:1][C:2]1[CH:3]=[C:4]([Si:8]([C:21]2[CH:26]=[CH:25][CH:24]=[C:23](Br)[CH:22]=2)([C:15]2[CH:20]=[CH:19][CH:18]=[CH:17][CH:16]=2)[C:9]2[CH:14]=[CH:13][CH:12]=[CH:11][CH:10]=2)[CH:5]=[CH:6][CH:7]=1.[CH:28]1[C:36]2[C:35]3[CH:37]=[CH:38][CH:39]=[CH:40][C:34]=3[S:33][C:32]=2[CH:31]=[CH:30][C:29]=1B(O)O.C([O-])([O-])=O.[K+].[K+]. Product: [Br:1][C:2]1[CH:3]=[C:4]([Si:8]([C:21]2[CH:26]=[CH:25][CH:24]=[C:23]([C:38]3[CH:39]=[CH:40][C:34]4[S:33][C:32]5[CH:31]=[CH:30][CH:29]=[CH:28][C:36]=5[C:35]=4[CH:37]=3)[CH:22]=2)([C:9]2[CH:10]=[CH:11][CH:12]=[CH:13][CH:14]=2)[C:15]2[CH:16]=[CH:17][CH:18]=[CH:19][CH:20]=2)[CH:5]=[CH:6][CH:7]=1. The catalyst class is: 398. (4) Reactant: [F:1][C:2]1[CH:26]=[CH:25][C:5]([CH2:6][N:7]2[C@@H:11]([CH3:12])[CH2:10][N:9]([C:13]3[S:14][C:15]([C:19]([O:21]CC)=[O:20])=[C:16]([CH3:18])[N:17]=3)[C:8]2=[O:24])=[CH:4][CH:3]=1.[OH-].[Li+].Cl. Product: [F:1][C:2]1[CH:3]=[CH:4][C:5]([CH2:6][N:7]2[C@@H:11]([CH3:12])[CH2:10][N:9]([C:13]3[S:14][C:15]([C:19]([OH:21])=[O:20])=[C:16]([CH3:18])[N:17]=3)[C:8]2=[O:24])=[CH:25][CH:26]=1. The catalyst class is: 30.